From a dataset of Catalyst prediction with 721,799 reactions and 888 catalyst types from USPTO. Predict which catalyst facilitates the given reaction. (1) Reactant: C(N(C1C(C)=CC2C(C)CCC(C)(C)C=2C=1)C1C=CC(C(OCC)=O)=CC=1)C.[CH2:29]([N:31]([C:43]1[C:52]([CH3:53])=[CH:51][C:50]2[C:49]([CH3:55])([CH3:54])[CH2:48][CH:47]=[C:46]([CH3:56])[C:45]=2[CH:44]=1)[C:32]1[CH:42]=[CH:41][C:35]([C:36]([O:38]CC)=[O:37])=[CH:34][CH:33]=1)[CH3:30].C(O)C.[OH-].[K+]. Product: [CH2:29]([N:31]([C:43]1[C:52]([CH3:53])=[CH:51][C:50]2[C:49]([CH3:55])([CH3:54])[CH2:48][CH:47]=[C:46]([CH3:56])[C:45]=2[CH:44]=1)[C:32]1[CH:33]=[CH:34][C:35]([C:36]([OH:38])=[O:37])=[CH:41][CH:42]=1)[CH3:30]. The catalyst class is: 6. (2) Reactant: [NH:1]1[C:5]2[CH:6]=[CH:7][C:8]([C:10]([O:12][CH2:13][CH:14]=[CH2:15])=[O:11])=[CH:9][C:4]=2[N:3]=[CH:2]1.Cl[C:17]1([C:23]([O:25][CH3:26])=[O:24])[C:21](=[O:22])[CH:20]=[CH:19][S:18]1.C([O-])(O)=O.[Na+].CN1C=CN=C1. Product: [OH:22][C:21]1[CH:20]=[C:19]([N:1]2[C:5]3[CH:6]=[CH:7][C:8]([C:10]([O:12][CH2:13][CH:14]=[CH2:15])=[O:11])=[CH:9][C:4]=3[N:3]=[CH:2]2)[S:18][C:17]=1[C:23]([O:25][CH3:26])=[O:24]. The catalyst class is: 22. (3) Reactant: [NH2:1][C:2]1[CH:7]=[C:6]([C:8]2[CH:13]=[CH:12][C:11]([Cl:14])=[C:10]([O:15][CH3:16])[C:9]=2[F:17])[N:5]=[C:4]([C:18]([O:20][CH3:21])=[O:19])[C:3]=1[Cl:22].Cl[C:24]1C=CC(B(O)O)=C(F)[C:25]=1[O:34]C. Product: [C:25]([NH:1][C:2]1[CH:7]=[C:6]([C:8]2[CH:13]=[CH:12][C:11]([Cl:14])=[C:10]([O:15][CH3:16])[C:9]=2[F:17])[N:5]=[C:4]([C:18]([O:20][CH3:21])=[O:19])[C:3]=1[Cl:22])(=[O:34])[CH3:24]. The catalyst class is: 824. (4) Reactant: [F:1][C:2]1[C:3]([F:11])=[C:4]([CH:8]=[CH:9][N:10]=1)[C:5](O)=[O:6].N.CO.C([N:18](C(C)C)CC)(C)C.O. Product: [F:1][C:2]1[C:3]([F:11])=[C:4]([CH:8]=[CH:9][N:10]=1)[C:5]([NH2:18])=[O:6]. The catalyst class is: 3.